From a dataset of Forward reaction prediction with 1.9M reactions from USPTO patents (1976-2016). Predict the product of the given reaction. Given the reactants [CH2:1]([O:3][C:4]([N:6]1[CH2:19][CH2:18][C:9]2[C:10]3[C:15](=[O:16])[NH:14][CH:13]=[N:12][C:11]=3[S:17][C:8]=2[CH2:7]1)=[O:5])[CH3:2].[C:20]([O-])([O-])=O.[K+].[K+].IC, predict the reaction product. The product is: [CH2:1]([O:3][C:4]([N:6]1[CH2:19][CH2:18][C:9]2[C:10]3[C:15](=[O:16])[N:14]([CH3:20])[CH:13]=[N:12][C:11]=3[S:17][C:8]=2[CH2:7]1)=[O:5])[CH3:2].